This data is from Forward reaction prediction with 1.9M reactions from USPTO patents (1976-2016). The task is: Predict the product of the given reaction. (1) Given the reactants [C:1]([O:5][C:6](=[O:20])[NH:7][C:8]1[CH:13]=[C:12]([CH3:14])[C:11]([C:15]([F:18])([F:17])[F:16])=[CH:10][C:9]=1[NH2:19])([CH3:4])([CH3:3])[CH3:2].C([O:25][C:26](=O)[CH2:27][C:28]([C:30]1[CH:35]=[CH:34][N:33]=[C:32]([C:36]#[N:37])[CH:31]=1)=[O:29])(C)(C)C, predict the reaction product. The product is: [C:1]([O:5][C:6](=[O:20])[NH:7][C:8]1[CH:13]=[C:12]([CH3:14])[C:11]([C:15]([F:18])([F:17])[F:16])=[CH:10][C:9]=1[NH:19][C:26](=[O:25])[CH2:27][C:28]([C:30]1[CH:35]=[CH:34][N:33]=[C:32]([C:36]#[N:37])[CH:31]=1)=[O:29])([CH3:4])([CH3:2])[CH3:3]. (2) The product is: [Br:1][C:2]1[C:3]([O:10][CH3:11])=[CH:4][C:5]([O:8][CH3:9])=[C:6]([C:21](=[O:22])[CH2:20][C:17]2[CH:18]=[CH:19][C:14]([O:13][CH3:12])=[CH:15][CH:16]=2)[CH:7]=1. Given the reactants [Br:1][C:2]1[CH:7]=[CH:6][C:5]([O:8][CH3:9])=[CH:4][C:3]=1[O:10][CH3:11].[CH3:12][O:13][C:14]1[CH:19]=[CH:18][C:17]([CH2:20][C:21](Cl)=[O:22])=[CH:16][CH:15]=1.C(Cl)Cl.[Al+3].[Cl-].[Cl-].[Cl-], predict the reaction product. (3) Given the reactants Br[C:2]1[CH:17]=[CH:16][C:5]2[CH:6]=[C:7]([C:9]3[CH:14]=[CH:13][C:12]([F:15])=[CH:11][CH:10]=3)[S:8][C:4]=2[CH:3]=1.[C:18]1([S:24]([O-:26])=[O:25])[CH:23]=[CH:22][CH:21]=[CH:20][CH:19]=1.[Na+].C(=O)([O-])[O-].[Cs+].[Cs+], predict the reaction product. The product is: [C:18]1([S:24]([C:2]2[CH:17]=[CH:16][C:5]3[CH:6]=[C:7]([C:9]4[CH:14]=[CH:13][C:12]([F:15])=[CH:11][CH:10]=4)[S:8][C:4]=3[CH:3]=2)(=[O:26])=[O:25])[CH:23]=[CH:22][CH:21]=[CH:20][CH:19]=1.